This data is from Reaction yield outcomes from USPTO patents with 853,638 reactions. The task is: Predict the reaction yield, written as a fraction of the theoretical maximum amount of product (1.0 means a 100% yield; for example, 0.34 means a 34% yield). (1) The reactants are [CH3:1][O:2][C:3]1[CH:8]=[C:7]([N+:9]([O-])=O)[CH:6]=[CH:5][C:4]=1[C:12]1[CH:13]=[N:14][N:15]([CH3:17])[CH:16]=1.[H][H]. The catalyst is [Pd].CO. The product is [CH3:1][O:2][C:3]1[CH:8]=[C:7]([NH2:9])[CH:6]=[CH:5][C:4]=1[C:12]1[CH:13]=[N:14][N:15]([CH3:17])[CH:16]=1. The yield is 1.00. (2) The reactants are [CH3:1][O:2][C:3]1[CH:8]=[CH:7][C:6](B(O)O)=[CH:5][C:4]=1[CH:12]1[C:25]2[C:24](=[O:26])[CH2:23][C:22]([CH3:28])([CH3:27])[CH2:21][C:20]=2[O:19][C:18]2[CH2:17][C:16]([CH3:30])([CH3:29])[CH2:15][C:14](=[O:31])[C:13]1=2.Cl[C:33]1[CH:38]=[CH:37][N:36]=[C:35]([C:39]([O:41][CH3:42])=[O:40])[CH:34]=1.C1(C)C=CC=CC=1P(C1C=CC=CC=1C)C1C=CC=CC=1C.[F-].[Cs+]. The catalyst is COCCOC.C([O-])(=O)C.[Pd+2].C([O-])(=O)C.CCCCCC.O. The product is [CH3:1][O:2][C:3]1[CH:8]=[CH:7][C:6]([C:33]2[CH:38]=[CH:37][N:36]=[C:35]([C:39]([O:41][CH3:42])=[O:40])[CH:34]=2)=[CH:5][C:4]=1[CH:12]1[C:25]2[C:24](=[O:26])[CH2:23][C:22]([CH3:28])([CH3:27])[CH2:21][C:20]=2[O:19][C:18]2[CH2:17][C:16]([CH3:30])([CH3:29])[CH2:15][C:14](=[O:31])[C:13]1=2. The yield is 0.200.